This data is from Reaction yield outcomes from USPTO patents with 853,638 reactions. The task is: Predict the reaction yield, written as a fraction of the theoretical maximum amount of product (1.0 means a 100% yield; for example, 0.34 means a 34% yield). (1) The reactants are [CH3:1][C:2]1([CH3:18])[C:14]2[CH:13]=[C:12](B(O)O)[CH:11]=[CH:10][C:9]=2[C:8]2[C:3]1=[CH:4][CH:5]=[CH:6][CH:7]=2.[Br:19][C:20]1[CH:29]=[CH:28][C:27]2[C:22](=[CH:23][CH:24]=[C:25](Br)[CH:26]=2)[CH:21]=1.C1(C)C=CC=CC=1.C(=O)([O-])[O-].[Na+].[Na+]. The catalyst is C1C=CC([P]([Pd]([P](C2C=CC=CC=2)(C2C=CC=CC=2)C2C=CC=CC=2)([P](C2C=CC=CC=2)(C2C=CC=CC=2)C2C=CC=CC=2)[P](C2C=CC=CC=2)(C2C=CC=CC=2)C2C=CC=CC=2)(C2C=CC=CC=2)C2C=CC=CC=2)=CC=1.O.C(COC)OC. The product is [Br:19][C:20]1[CH:21]=[C:22]2[C:27](=[CH:28][CH:29]=1)[CH:26]=[C:25]([C:12]1[CH:11]=[CH:10][C:9]3[C:8]4[C:3](=[CH:4][CH:5]=[CH:6][CH:7]=4)[C:2]([CH3:1])([CH3:18])[C:14]=3[CH:13]=1)[CH:24]=[CH:23]2. The yield is 0.424. (2) The reactants are [NH2:1][C:2]1[CH:7]=[CH:6][C:5](Br)=[CH:4][N:3]=1.[F:9][C:10]([F:21])([F:20])[C:11]1[CH:16]=[CH:15][C:14](B(O)O)=[CH:13][CH:12]=1. No catalyst specified. The product is [F:9][C:10]([F:21])([F:20])[C:11]1[CH:16]=[CH:15][C:14]([C:5]2[CH:6]=[CH:7][C:2]([NH2:1])=[N:3][CH:4]=2)=[CH:13][CH:12]=1. The yield is 0.710. (3) The reactants are C(O[CH:4](OCC)[CH2:5][O:6][C:7]1[CH:12]=[CH:11][C:10]([C:13]2([C:16]([OH:18])=[O:17])[CH2:15][CH2:14]2)=[CH:9][CH:8]=1)C. The catalyst is C1(C)C(C)=CC=CC=1. The product is [O:6]1[C:7]2[CH:12]=[CH:11][C:10]([C:13]3([C:16]([OH:18])=[O:17])[CH2:15][CH2:14]3)=[CH:9][C:8]=2[CH:4]=[CH:5]1. The yield is 0.0500. (4) The reactants are [CH2:1]([O:3][C:4](=[O:10])[CH:5]([CH3:9])[C:6](=[O:8])[CH3:7])[CH3:2].[CH2:11](O)[CH2:12][OH:13].O. The catalyst is C1(C)C=CC=CC=1.O.C1(C)C=CC(S(O)(=O)=O)=CC=1. The product is [CH2:1]([O:3][C:4](=[O:10])[CH:5]([C:6]1([CH3:7])[O:13][CH2:12][CH2:11][O:8]1)[CH3:9])[CH3:2]. The yield is 0.720. (5) The reactants are [O:1]=[C:2]1[CH2:7][CH2:6][N:5]([C:8]([O:10][C:11]([CH3:14])([CH3:13])[CH3:12])=[O:9])[CH2:4][CH2:3]1.N1CCCC1.[C:20](OC(=O)C)(=[O:22])[CH3:21].O. The catalyst is C1(C)C=CC=CC=1.O1CCOCC1. The product is [C:20]([CH:7]1[C:2](=[O:1])[CH2:3][CH2:4][N:5]([C:8]([O:10][C:11]([CH3:14])([CH3:13])[CH3:12])=[O:9])[CH2:6]1)(=[O:22])[CH3:21]. The yield is 0.820. (6) The reactants are [ClH:1].Cl.[CH3:3][C:4]1[CH:5]=[CH:6][C:7](OS(C2C=CC=CC=2S(N(CC)C2CCN(CC3C=CC=CC=3)C2)(=O)=O)(=O)=O)=[C:8]([CH:18]=1)[O:9][CH2:10][CH2:11][CH2:12][O:13][NH:14][C:15](=[NH:17])[NH2:16].CC1C=CC([O:70][S:71]([C:74]2[CH:79]=[CH:78][CH:77]=[CH:76][C:75]=2[S:80]([N:83]([CH2:96][CH3:97])[CH:84]2[CH2:88][CH2:87][N:86]([CH2:89][C:90]3[CH:95]=[CH:94][CH:93]=[CH:92][CH:91]=3)[CH2:85]2)(=[O:82])=[O:81])(=[O:73])=[O:72])=C(C=1)OCCCOC1C=CC=C2C(NC(=O)C=12)=O.C(C(=CC1C=CC(O)=CC=1)C(O)=O)#N. No catalyst specified. The product is [ClH:1].[ClH:1].[CH3:3][C:4]1[CH:5]=[C:6]([O:70][S:71]([C:74]2[CH:79]=[CH:78][CH:77]=[CH:76][C:75]=2[S:80]([N:83]([CH2:96][CH3:97])[CH:84]2[CH2:88][CH2:87][N:86]([CH2:89][C:90]3[CH:91]=[CH:92][CH:93]=[CH:94][CH:95]=3)[CH2:85]2)(=[O:81])=[O:82])(=[O:73])=[O:72])[CH:7]=[C:8]([CH:18]=1)[O:9][CH2:10][CH2:11][CH2:12][O:13][NH:14][C:15]([NH2:17])=[NH:16]. The yield is 0.830.